Task: Predict the product of the given reaction.. Dataset: Forward reaction prediction with 1.9M reactions from USPTO patents (1976-2016) (1) The product is: [C:5]([O:9][C:10]([NH:12][CH:13]([C:31]([OH:33])=[O:32])[CH2:14][CH2:15][CH2:16][CH2:17][NH:18][S:19]([C:22]1[C:23]([OH:30])=[C:24]([NH:29][C:42]([NH:41][C:36]2[CH:37]=[CH:38][CH:39]=[CH:40][C:35]=2[Cl:34])=[O:43])[CH:25]=[CH:26][C:27]=1[Cl:28])(=[O:20])=[O:21])=[O:11])([CH3:8])([CH3:6])[CH3:7]. Given the reactants NC(N)=O.[C:5]([O:9][C:10]([NH:12][CH:13]([C:31]([OH:33])=[O:32])[CH2:14][CH2:15][CH2:16][CH2:17][NH:18][S:19]([C:22]1[C:27]([Cl:28])=[CH:26][CH:25]=[C:24]([NH2:29])[C:23]=1[OH:30])(=[O:21])=[O:20])=[O:11])([CH3:8])([CH3:7])[CH3:6].[Cl:34][C:35]1[CH:40]=[CH:39][CH:38]=[CH:37][C:36]=1[N:41]=[C:42]=[O:43], predict the reaction product. (2) Given the reactants [CH3:1][C:2]([NH:11][C:12](=[O:17])[C:13]([F:16])([F:15])[F:14])([CH3:10])[CH2:3][C:4]1[CH:9]=[CH:8][CH:7]=[CH:6][CH:5]=1.[Br-:18].[Br-].[Br-].C([N+](CC[CH2:36][CH3:37])(CCCC)CCCC)CCC.C([N+](CCCC)(CCCC)CCCC)CCC.C([N+](CCCC)(CCCC)CCCC)CCC.C[OH:73], predict the reaction product. The product is: [Br:18][CH2:36][C:37]([C:5]1[CH:6]=[CH:7][CH:8]=[CH:9][C:4]=1[CH2:3][C:2]([NH:11][C:12](=[O:17])[C:13]([F:16])([F:14])[F:15])([CH3:1])[CH3:10])=[O:73]. (3) Given the reactants [NH2:1][C:2]1[C:10]([Cl:11])=[N:9][CH:8]=[CH:7][C:3]=1[C:4]([NH2:6])=[O:5].C([O-])([O-])=O.[K+].[K+].Cl.[C:19](Cl)(=[O:26])[C:20]1[CH:25]=[CH:24][N:23]=[CH:22][CH:21]=1, predict the reaction product. The product is: [Cl:11][C:10]1[C:2]([NH:1][C:19]([C:20]2[CH:25]=[CH:24][N:23]=[CH:22][CH:21]=2)=[O:26])=[C:3]([CH:7]=[CH:8][N:9]=1)[C:4]([NH2:6])=[O:5]. (4) The product is: [CH2:2]1[C:3]2([CH2:7][CH:6]([O:13][C:14]3[CH:23]=[C:22]4[C:17]([C:18]([O:24][C:25]5[CH:30]=[CH:29][C:28]([NH:31][C:32]([C:34]6[C:35](=[O:47])[N:36]([C:41]7[CH:42]=[CH:43][CH:44]=[CH:45][CH:46]=7)[N:37]([CH3:40])[C:38]=6[CH3:39])=[O:33])=[CH:27][C:26]=5[F:48])=[CH:19][CH:20]=[N:21]4)=[CH:16][C:15]=3[O:49][CH3:50])[CH2:5][O:4]2)[CH2:1]1. Given the reactants [CH2:1]1[C:3]2([CH2:7][CH:6](CS([O-])(=O)=O)[CH2:5][O:4]2)[CH2:2]1.[OH:13][C:14]1[CH:23]=[C:22]2[C:17]([C:18]([O:24][C:25]3[CH:30]=[CH:29][C:28]([NH:31][C:32]([C:34]4[C:35](=[O:47])[N:36]([C:41]5[CH:46]=[CH:45][CH:44]=[CH:43][CH:42]=5)[N:37]([CH3:40])[C:38]=4[CH3:39])=[O:33])=[CH:27][C:26]=3[F:48])=[CH:19][CH:20]=[N:21]2)=[CH:16][C:15]=1[O:49][CH3:50].C(=O)([O-])[O-].[Cs+].[Cs+], predict the reaction product.